This data is from Retrosynthesis with 50K atom-mapped reactions and 10 reaction types from USPTO. The task is: Predict the reactants needed to synthesize the given product. (1) Given the product C=CCn1c(=O)n(C2CCN(c3ncnc4cc(OC)c(OC)cc34)CC2)c(=O)c2cc([N+](=O)[O-])ccc21, predict the reactants needed to synthesize it. The reactants are: C=CCBr.COc1cc2ncnc(N3CCC(n4c(=O)[nH]c5ccc([N+](=O)[O-])cc5c4=O)CC3)c2cc1OC. (2) Given the product Nc1ccc(-c2nc(N3CCOCC3)cc(C3(S(=O)(=O)C4CC4)CCCC3)n2)cc1, predict the reactants needed to synthesize it. The reactants are: CC1(C)OB(c2ccc(N)cc2)OC1(C)C.O=S(=O)(C1CC1)C1(c2cc(N3CCOCC3)nc(Cl)n2)CCCC1.